Task: Predict the reaction yield, written as a fraction of the theoretical maximum amount of product (1.0 means a 100% yield; for example, 0.34 means a 34% yield).. Dataset: Reaction yield outcomes from USPTO patents with 853,638 reactions The reactants are [O:1]1[CH:5]=[CH:4][CH:3]=[C:2]1[S:6](Cl)(=[O:8])=[O:7].[NH2:10][C@H:11]([CH2:16][OH:17])[C@H:12]([CH2:14][CH3:15])[CH3:13].C(N(CC)CC)C.CCOC(C)=O.CCCCCC. The catalyst is C(Cl)Cl. The product is [OH:17][CH2:16][C@@H:11]([NH:10][S:6]([C:2]1[O:1][CH:5]=[CH:4][CH:3]=1)(=[O:8])=[O:7])[C@@H:12]([CH3:13])[CH2:14][CH3:15]. The yield is 0.721.